This data is from Full USPTO retrosynthesis dataset with 1.9M reactions from patents (1976-2016). The task is: Predict the reactants needed to synthesize the given product. Given the product [CH3:24][O:23][C:14]1[CH:13]=[C:12]2[C:17](=[C:16]3[CH2:18][C:19]([CH3:22])([CH3:21])[O:20][C:15]=13)[C:8]([C:5]1[CH:4]=[CH:3][C:2](=[O:27])[NH:7][CH:6]=1)=[N:9][C:10]([CH3:26])([CH3:25])[CH2:11]2, predict the reactants needed to synthesize it. The reactants are: Cl[C:2]1[N:7]=[CH:6][C:5]([C:8]2[C:17]3[C:12](=[CH:13][C:14]([O:23][CH3:24])=[C:15]4[O:20][C:19]([CH3:22])([CH3:21])[CH2:18][C:16]4=3)[CH2:11][C:10]([CH3:26])([CH3:25])[N:9]=2)=[CH:4][CH:3]=1.[OH-:27].[Na+].